This data is from Reaction yield outcomes from USPTO patents with 853,638 reactions. The task is: Predict the reaction yield, written as a fraction of the theoretical maximum amount of product (1.0 means a 100% yield; for example, 0.34 means a 34% yield). The reactants are Cl[C:2]1[CH:10]=[CH:9][C:5]([C:6]([NH2:8])=[O:7])=[C:4]([O:11][C:12]2[CH:17]=[CH:16][C:15]([O:18][C:19]3[CH:24]=[CH:23][CH:22]=[C:21]([C:25]#[N:26])[CH:20]=3)=[CH:14][CH:13]=2)[N:3]=1.[C:27]([O:31][C:32]([N:34]1[CH2:38][CH:37]=[C:36](B2OC(C)(C)C(C)(C)O2)[CH2:35]1)=[O:33])([CH3:30])([CH3:29])[CH3:28].C(=O)([O-])[O-].[Cs+].[Cs+]. The catalyst is O1CCOCC1.O.Cl[Pd](Cl)([P](C1C=CC=CC=1)(C1C=CC=CC=1)C1C=CC=CC=1)[P](C1C=CC=CC=1)(C1C=CC=CC=1)C1C=CC=CC=1. The product is [C:27]([O:31][C:32]([N:34]1[CH2:38][CH:37]=[C:36]([C:2]2[CH:10]=[CH:9][C:5]([C:6](=[O:7])[NH2:8])=[C:4]([O:11][C:12]3[CH:17]=[CH:16][C:15]([O:18][C:19]4[CH:24]=[CH:23][CH:22]=[C:21]([C:25]#[N:26])[CH:20]=4)=[CH:14][CH:13]=3)[N:3]=2)[CH2:35]1)=[O:33])([CH3:30])([CH3:28])[CH3:29]. The yield is 0.608.